Dataset: Full USPTO retrosynthesis dataset with 1.9M reactions from patents (1976-2016). Task: Predict the reactants needed to synthesize the given product. The reactants are: FC(F)(F)C(O)=O.[S:8]1[C:12]2[CH:13]=[CH:14][CH:15]=[CH:16][C:11]=2[CH:10]=[C:9]1[C:17]([NH:19][C@@H:20]([CH2:41][CH:42]([CH3:44])[CH3:43])[C:21]([N:23]1[CH2:28][CH2:27][N:26]([C:29](=[O:40])[C@@H:30]([NH:32]C(=O)OC(C)(C)C)[CH3:31])[CH2:25][CH2:24]1)=[O:22])=[O:18]. Given the product [NH2:32][C@@H:30]([CH3:31])[C:29]([N:26]1[CH2:25][CH2:24][N:23]([C:21]([C@@H:20]([NH:19][C:17]([C:9]2[S:8][C:12]3[CH:13]=[CH:14][CH:15]=[CH:16][C:11]=3[CH:10]=2)=[O:18])[CH2:41][CH:42]([CH3:44])[CH3:43])=[O:22])[CH2:28][CH2:27]1)=[O:40], predict the reactants needed to synthesize it.